This data is from Full USPTO retrosynthesis dataset with 1.9M reactions from patents (1976-2016). The task is: Predict the reactants needed to synthesize the given product. (1) Given the product [CH2:1]([O:8][CH2:9][CH:10]1[CH2:11][O:12][CH2:15][CH2:14][O:13]1)[C:2]1[CH:7]=[CH:6][CH:5]=[CH:4][CH:3]=1, predict the reactants needed to synthesize it. The reactants are: [CH2:1]([O:8][CH2:9][CH:10]([OH:13])[CH2:11][OH:12])[C:2]1[CH:7]=[CH:6][CH:5]=[CH:4][CH:3]=1.[CH3:14][C:15]1C=CC(S(OCCOS(C2C=CC(C)=CC=2)(=O)=O)(=O)=O)=CC=1. (2) Given the product [NH:53]1[C:61]2[C:56](=[CH:57][CH:58]=[CH:59][CH:60]=2)[CH:55]=[C:54]1[CH2:62][NH:63][C:41]([C:39]1[S:40][C:36]([N:33]2[CH2:34][CH2:35][N:31]([CH2:30][C:29]3[CH:28]=[CH:27][C:26]([F:25])=[CH:47][CH:46]=3)[C:32]2=[O:45])=[CH:37][C:38]=1[CH3:44])=[O:43], predict the reactants needed to synthesize it. The reactants are: CC1C=C(N2CCN(CCOC3C=CC=CC=3)C2=O)SC=1C(O)=O.[F:25][C:26]1[CH:47]=[CH:46][C:29]([CH2:30][N:31]2[CH2:35][CH2:34][N:33]([C:36]3[S:40][C:39]([C:41]([OH:43])=O)=[C:38]([CH3:44])[CH:37]=3)[C:32]2=[O:45])=[CH:28][CH:27]=1.CS(O)(=O)=O.[NH:53]1[C:61]2[C:56](=[CH:57][CH:58]=[CH:59][CH:60]=2)[CH:55]=[C:54]1[CH2:62][NH2:63]. (3) Given the product [CH3:1][O:2][C:3]([C:5]1[N:6]([CH3:24])[C:7]([N:23]=[CH:27][N:28]([CH3:30])[CH3:29])=[C:8]([C:17]2[CH:22]=[CH:21][N:20]=[CH:19][CH:18]=2)[C:9]=1[C:10]1[CH:11]=[CH:12][C:13]([F:16])=[CH:14][CH:15]=1)=[O:4], predict the reactants needed to synthesize it. The reactants are: [CH3:1][O:2][C:3]([C:5]1[N:6]([CH3:24])[C:7]([NH2:23])=[C:8]([C:17]2[CH:22]=[CH:21][N:20]=[CH:19][CH:18]=2)[C:9]=1[C:10]1[CH:15]=[CH:14][C:13]([F:16])=[CH:12][CH:11]=1)=[O:4].CO[CH:27](OC)[N:28]([CH3:30])[CH3:29]. (4) The reactants are: [C:1]1([C:7]2([CH3:17])[C:12](=[O:13])[N:11]([CH3:14])[C:10](=[O:15])[NH:9][C:8]2=[O:16])[CH2:6][CH2:5][CH2:4][CH2:3][CH:2]=1.Br.Br[CH2:20][C:21]([C:23]1[CH:28]=[CH:27][CH:26]=[CH:25][N:24]=1)=[O:22]. Given the product [C:1]1([C:7]2([CH3:17])[C:12](=[O:13])[N:11]([CH3:14])[C:10](=[O:15])[N:9]([CH2:20][C:21](=[O:22])[C:23]3[CH:28]=[CH:27][CH:26]=[CH:25][N:24]=3)[C:8]2=[O:16])[CH2:6][CH2:5][CH2:4][CH2:3][CH:2]=1, predict the reactants needed to synthesize it. (5) Given the product [CH:19]1[C:20]2[C:15](=[CH:14][CH:13]=[CH:22][CH:21]=2)[CH:16]=[CH:17][C:18]=1[NH:1][C:2]1[CH:3]=[CH:4][CH:5]=[C:6]2[C:11]=1[NH:10][CH2:9][CH2:8][CH2:7]2, predict the reactants needed to synthesize it. The reactants are: [NH2:1][C:2]1[CH:3]=[CH:4][CH:5]=[C:6]2[C:11]=1[N:10]=[CH:9][CH:8]=[CH:7]2.Br[C:13]1[CH:22]=[CH:21][C:20]2[C:15](=[CH:16][CH:17]=[CH:18][CH:19]=2)[CH:14]=1.CC(C)([O-])C.[Na+]. (6) Given the product [C:28]([N:32]([CH3:33])[C:20]([C:19]1[C:15]2[CH2:14][O:13][C:8]3[CH:9]=[C:10]([O:11][CH3:12])[C:5]([CH2:1][CH:2]([CH3:4])[CH3:3])=[CH:6][C:7]=3[C:16]=2[N:17]([C:23]2[CH:27]=[CH:26][S:25][CH:24]=2)[N:18]=1)=[O:21])([CH3:31])([CH3:30])[CH3:29], predict the reactants needed to synthesize it. The reactants are: [CH2:1]([C:5]1[C:10]([O:11][CH3:12])=[CH:9][C:8]2[O:13][CH2:14][C:15]3[C:19]([C:20](O)=[O:21])=[N:18][N:17]([C:23]4[CH:27]=[CH:26][S:25][CH:24]=4)[C:16]=3[C:7]=2[CH:6]=1)[CH:2]([CH3:4])[CH3:3].[C:28]([NH:32][CH3:33])([CH3:31])([CH3:30])[CH3:29].CN(C(ON1N=NC2C=CC=NC1=2)=[N+](C)C)C.F[P-](F)(F)(F)(F)F.C(N(C(C)C)CC)(C)C.